From a dataset of Full USPTO retrosynthesis dataset with 1.9M reactions from patents (1976-2016). Predict the reactants needed to synthesize the given product. (1) Given the product [F:52][C:46]1[C:47]([F:51])=[CH:48][CH:49]=[CH:50][C:45]=1[NH:44][C:42](=[O:43])[CH2:41][C:39]1[NH:38][N:37]=[C:36]([NH:35][C:29]2[C:28]3[C:33](=[CH:34][C:25]([O:24][CH2:23][CH2:22][CH2:21][N:16]([CH2:15][CH2:14][OH:13])[CH2:17][CH2:18][CH2:19][CH3:20])=[CH:26][CH:27]=3)[N:32]=[CH:31][N:30]=2)[CH:40]=1, predict the reactants needed to synthesize it. The reactants are: P([O:13][CH2:14][CH2:15][N:16]([CH2:21][CH2:22][CH2:23][O:24][C:25]1[CH:34]=[C:33]2[C:28]([C:29]([NH:35][C:36]3[CH:40]=[C:39]([CH2:41][C:42]([NH:44][C:45]4[CH:50]=[CH:49][CH:48]=[C:47]([F:51])[C:46]=4[F:52])=[O:43])[NH:38][N:37]=3)=[N:30][CH:31]=[N:32]2)=[CH:27][CH:26]=1)[CH2:17][CH2:18][CH2:19][CH3:20])(OC(C)(C)C)(OC(C)(C)C)=O.C(NCCO)CCC. (2) Given the product [Cl:1][C:2]1[CH:7]=[CH:6][CH:5]=[CH:4][C:3]=1[NH:8][C:9]([C:11]1[S:12][C:13]2[CH2:14][CH2:15][O:16][C:17]3[CH:24]=[C:23]([Br:25])[CH:22]=[CH:21][C:18]=3[C:19]=2[N:20]=1)=[S:35], predict the reactants needed to synthesize it. The reactants are: [Cl:1][C:2]1[CH:7]=[CH:6][CH:5]=[CH:4][C:3]=1[NH:8][C:9]([C:11]1[S:12][C:13]2[CH2:14][CH2:15][O:16][C:17]3[CH:24]=[C:23]([Br:25])[CH:22]=[CH:21][C:18]=3[C:19]=2[N:20]=1)=O.COC1C=CC(P2(SP(C3C=CC(OC)=CC=3)(=S)S2)=[S:35])=CC=1. (3) Given the product [C:17]([C:2]1[CH:3]=[C:4]([C:7]([O:9][CH2:10][CH3:11])=[O:8])[S:5][CH:6]=1)#[C:18][CH2:19][CH2:20][CH2:21][CH2:22][CH3:23], predict the reactants needed to synthesize it. The reactants are: Br[C:2]1[CH:3]=[C:4]([C:7]([O:9][CH2:10][CH3:11])=[O:8])[S:5][CH:6]=1.CN(C=O)C.[CH:17]#[C:18][CH2:19][CH2:20][CH2:21][CH2:22][CH3:23].C(N(CC)CC)C. (4) The reactants are: [C:1]([O:5][C@@H:6]([C:12]1[C:31]([CH3:32])=[CH:30][C:15]2[N:16]=[C:17]([C:19]3[CH:29]=[CH:28][C:22]4[N:23]([CH3:27])[C:24]([CH3:26])=[N:25][C:21]=4[CH:20]=3)[S:18][C:14]=2[C:13]=1[C:33]1[CH:38]=[CH:37][C:36]([Cl:39])=[CH:35][CH:34]=1)[C:7]([O:9]CC)=[O:8])([CH3:4])([CH3:3])[CH3:2].[OH-].[Na+]. Given the product [C:1]([O:5][C@@H:6]([C:12]1[C:31]([CH3:32])=[CH:30][C:15]2[N:16]=[C:17]([C:19]3[CH:29]=[CH:28][C:22]4[N:23]([CH3:27])[C:24]([CH3:26])=[N:25][C:21]=4[CH:20]=3)[S:18][C:14]=2[C:13]=1[C:33]1[CH:38]=[CH:37][C:36]([Cl:39])=[CH:35][CH:34]=1)[C:7]([OH:9])=[O:8])([CH3:4])([CH3:2])[CH3:3], predict the reactants needed to synthesize it. (5) Given the product [F:19][C:2](=[C:3]1[CH2:8][CH2:7][N:6]([C:9]2[C:14]([N+:15]([O-:17])=[O:16])=[CH:13][CH:12]=[C:11]([CH3:18])[N:10]=2)[CH2:5][CH2:4]1)/[CH:21]=[CH:20]/[C:22]1[CH:27]=[CH:26][CH:25]=[CH:24][CH:23]=1, predict the reactants needed to synthesize it. The reactants are: Br[C:2]([F:19])=[C:3]1[CH2:8][CH2:7][N:6]([C:9]2[C:14]([N+:15]([O-:17])=[O:16])=[CH:13][CH:12]=[C:11]([CH3:18])[N:10]=2)[CH2:5][CH2:4]1.[CH:20]([C:22]1[CH:27]=[CH:26][CH:25]=[CH:24][CH:23]=1)=[CH2:21].C(Cl)Cl. (6) Given the product [Br:23][C:3]1[CH:2]=[N:1][N:5]2[CH:6]=[CH:7][C:8]([C:10]3[CH:15]=[CH:14][N:13]([CH2:16][CH2:17][C:18]([F:20])([F:19])[F:21])[C:12](=[O:22])[CH:11]=3)=[N:9][C:4]=12, predict the reactants needed to synthesize it. The reactants are: [N:1]1[N:5]2[CH:6]=[CH:7][C:8]([C:10]3[CH:15]=[CH:14][N:13]([CH2:16][CH2:17][C:18]([F:21])([F:20])[F:19])[C:12](=[O:22])[CH:11]=3)=[N:9][C:4]2=[CH:3][CH:2]=1.[Br:23]N1C(=O)CCC1=O. (7) Given the product [C:1]1([Zr:26])[CH:16]=[CH:15][CH:14]=[C:13]2[C:2]=1[CH:3]=[C:4]1[C:12]3[CH:11]=[CH:10][CH:9]=[CH:8][C:7]=3[N:6]=[C:5]12, predict the reactants needed to synthesize it. The reactants are: [C:1]1([Li])[CH:16]=[CH:15][CH:14]=[C:13]2[C:2]=1[CH:3]=[C:4]1[C:12]3[CH:11]=[CH:10][CH:9]=[CH:8][C:7]=3[N:6]=[C:5]12.[Cl-].[Cl-].[Cl-].C1([Zr+3:26])C=CC=C1. (8) Given the product [CH2:16]([O:18][C:19]1[CH:24]=[CH:23][CH:22]=[CH:21][C:20]=1[O:15][CH2:14][C@H:10]1[O:11][CH2:12][CH2:13][NH:8][CH2:9]1)[CH3:17], predict the reactants needed to synthesize it. The reactants are: C(OC([N:8]1[CH2:13][CH2:12][O:11][C@H:10]([CH2:14][OH:15])[CH2:9]1)=O)(C)(C)C.[CH2:16]([O:18][C:19]1[CH:24]=[CH:23][CH:22]=[CH:21][C:20]=1O)[CH3:17]. (9) The reactants are: [F:1][C:2]1[CH:7]=[CH:6][C:5]([N:8]2[C:16]3[CH:15]=[C:14]4[CH2:17][CH2:18][C@H:19]5[C:24]([C@@:13]4([CH3:30])[CH2:12][C:11]=3[CH:10]=[N:9]2)=[CH:23][CH2:22][C@@H:21]([C:25]([F:28])([F:27])[F:26])[C@@H:20]5[NH2:29])=[CH:4][CH:3]=1.[CH:31](=O)[C:32]1[CH:37]=[CH:36][CH:35]=[CH:34][CH:33]=1.C(O)(=O)C.C(O[BH-](OC(=O)C)OC(=O)C)(=O)C.[Na+]. Given the product [CH2:31]([NH:29][C@H:20]1[C@H:21]([C:25]([F:27])([F:26])[F:28])[CH2:22][CH:23]=[C:24]2[C@@H:19]1[CH2:18][CH2:17][C:14]1[C@:13]2([CH3:30])[CH2:12][C:11]2[CH:10]=[N:9][N:8]([C:5]3[CH:4]=[CH:3][C:2]([F:1])=[CH:7][CH:6]=3)[C:16]=2[CH:15]=1)[C:32]1[CH:37]=[CH:36][CH:35]=[CH:34][CH:33]=1, predict the reactants needed to synthesize it. (10) Given the product [NH2:1][C:4]1[CH:5]=[CH:6][C:7]([C:12]2[CH:17]=[CH:16][CH:15]=[CH:14][N:13]=2)=[C:8]([CH:11]=1)[C:9]#[N:10], predict the reactants needed to synthesize it. The reactants are: [N+:1]([C:4]1[CH:5]=[CH:6][C:7]([C:12]2[CH:17]=[CH:16][CH:15]=[CH:14][N:13]=2)=[C:8]([CH:11]=1)[C:9]#[N:10])([O-])=O.[Cl-].[NH4+].C(O)C.